From a dataset of Merck oncology drug combination screen with 23,052 pairs across 39 cell lines. Regression. Given two drug SMILES strings and cell line genomic features, predict the synergy score measuring deviation from expected non-interaction effect. (1) Drug 1: CCC1(O)CC2CN(CCc3c([nH]c4ccccc34)C(C(=O)OC)(c3cc4c(cc3OC)N(C)C3C(O)(C(=O)OC)C(OC(C)=O)C5(CC)C=CCN6CCC43C65)C2)C1. Drug 2: COC1=C2CC(C)CC(OC)C(O)C(C)C=C(C)C(OC(N)=O)C(OC)C=CC=C(C)C(=O)NC(=CC1=O)C2=O. Cell line: SKOV3. Synergy scores: synergy=-8.07. (2) Drug 1: CN1C(=O)C=CC2(C)C3CCC4(C)C(NC(=O)OCC(F)(F)F)CCC4C3CCC12. Drug 2: O=P1(N(CCCl)CCCl)NCCCO1. Cell line: NCIH23. Synergy scores: synergy=-1.20. (3) Drug 1: Cn1c(=O)n(-c2ccc(C(C)(C)C#N)cc2)c2c3cc(-c4cnc5ccccc5c4)ccc3ncc21. Drug 2: CCc1c2c(nc3ccc(O)cc13)-c1cc3c(c(=O)n1C2)COC(=O)C3(O)CC. Cell line: KPL1. Synergy scores: synergy=30.1. (4) Drug 1: N.N.O=C(O)C1(C(=O)O)CCC1.[Pt]. Drug 2: CS(=O)(=O)CCNCc1ccc(-c2ccc3ncnc(Nc4ccc(OCc5cccc(F)c5)c(Cl)c4)c3c2)o1. Cell line: ZR751. Synergy scores: synergy=18.7. (5) Drug 1: O=S1(=O)NC2(CN1CC(F)(F)F)C1CCC2Cc2cc(C=CCN3CCC(C(F)(F)F)CC3)ccc2C1. Drug 2: CC1CC2C3CCC4=CC(=O)C=CC4(C)C3(F)C(O)CC2(C)C1(O)C(=O)CO. Cell line: OCUBM. Synergy scores: synergy=19.2.